This data is from Catalyst prediction with 721,799 reactions and 888 catalyst types from USPTO. The task is: Predict which catalyst facilitates the given reaction. (1) Reactant: [NH2:1][C:2]1[CH:7]=[CH:6][C:5]([CH2:8][CH2:9][C:10]2[N:11]=[C:12]([NH:15][C:16](=[O:18])[CH3:17])[S:13][CH:14]=2)=[CH:4][CH:3]=1.[C:19]([O:23][C:24](=[O:29])[NH:25][CH2:26][CH2:27]Br)([CH3:22])([CH3:21])[CH3:20].C(N(CC)C(C)C)(C)C.O. Product: [C:19]([O:23][C:24](=[O:29])[NH:25][CH2:26][CH2:27][NH:1][C:2]1[CH:7]=[CH:6][C:5]([CH2:8][CH2:9][C:10]2[N:11]=[C:12]([NH:15][C:16](=[O:18])[CH3:17])[S:13][CH:14]=2)=[CH:4][CH:3]=1)([CH3:22])([CH3:21])[CH3:20]. The catalyst class is: 11. (2) Reactant: [CH3:1][Si:2]([CH3:38])([CH3:37])[CH2:3][CH2:4][O:5][CH2:6][N:7]([CH2:29][O:30][CH2:31][CH2:32][Si:33]([CH3:36])([CH3:35])[CH3:34])[C:8]1[N:13]2[N:14]=[CH:15][CH:16]=[C:12]2[N:11]=[C:10]([CH:17]2[CH2:22][CH2:21][CH:20]([CH2:23][C:24]([O:26][CH2:27][CH3:28])=[O:25])[CH2:19][CH2:18]2)[CH:9]=1.[I:39]N1C(=O)CCC1=O. Product: [CH3:34][Si:33]([CH3:36])([CH3:35])[CH2:32][CH2:31][O:30][CH2:29][N:7]([CH2:6][O:5][CH2:4][CH2:3][Si:2]([CH3:1])([CH3:37])[CH3:38])[C:8]1[N:13]2[N:14]=[CH:15][C:16]([I:39])=[C:12]2[N:11]=[C:10]([CH:17]2[CH2:22][CH2:21][CH:20]([CH2:23][C:24]([O:26][CH2:27][CH3:28])=[O:25])[CH2:19][CH2:18]2)[CH:9]=1. The catalyst class is: 10. (3) Reactant: [I:1][C:2]1[CH:3]=[N:4][NH:5][CH:6]=1.[H-].[Na+].[O:9]1[CH2:13][CH2:12][CH:11](OS(C)(=O)=O)[CH2:10]1. The catalyst class is: 3. Product: [I:1][C:2]1[CH:3]=[N:4][N:5]([CH:11]2[CH2:12][CH2:13][O:9][CH2:10]2)[CH:6]=1. (4) Reactant: [C:1]([O:7][CH:8]1[CH2:11][CH:10]([OH:12])[CH2:9]1)(=[O:6])[C:2]([CH3:5])([CH3:4])[CH3:3].CCN(C(C)C)C(C)C.O([Si:30]([C:33]([CH3:36])([CH3:35])[CH3:34])([CH3:32])[CH3:31])S(C(F)(F)F)(=O)=O. Product: [C:1]([O:7][CH:8]1[CH2:9][CH:10]([O:12][Si:30]([C:33]([CH3:36])([CH3:35])[CH3:34])([CH3:32])[CH3:31])[CH2:11]1)(=[O:6])[C:2]([CH3:5])([CH3:4])[CH3:3]. The catalyst class is: 2.